Dataset: Kir2.1 potassium channel HTS with 301,493 compounds. Task: Binary Classification. Given a drug SMILES string, predict its activity (active/inactive) in a high-throughput screening assay against a specified biological target. The result is 0 (inactive). The compound is Brc1c(Cl)c2c(N\C(C2=O)=C/NCc2ccc(OC)cc2)cc1.